Dataset: Forward reaction prediction with 1.9M reactions from USPTO patents (1976-2016). Task: Predict the product of the given reaction. Given the reactants [C:1]([O:5][C:6]([NH:8][CH2:9][C:10]([N:12]1[CH:21]([CH2:22][C:23]([O:25]C)=[O:24])[C:20]2[N:19]=[CH:18][CH:17]=[C:16]([Cl:27])[C:15]=2[CH2:14][CH2:13]1)=[O:11])=[O:7])([CH3:4])([CH3:3])[CH3:2].[OH-].[Na+:29], predict the reaction product. The product is: [C:1]([O:5][C:6]([NH:8][CH2:9][C:10]([N:12]1[CH:21]([CH2:22][C:23]([O-:25])=[O:24])[C:20]2[N:19]=[CH:18][CH:17]=[C:16]([Cl:27])[C:15]=2[CH2:14][CH2:13]1)=[O:11])=[O:7])([CH3:4])([CH3:2])[CH3:3].[Na+:29].